Regression. Given two drug SMILES strings and cell line genomic features, predict the synergy score measuring deviation from expected non-interaction effect. From a dataset of NCI-60 drug combinations with 297,098 pairs across 59 cell lines. (1) Drug 1: CC1C(C(CC(O1)OC2CC(CC3=C2C(=C4C(=C3O)C(=O)C5=C(C4=O)C(=CC=C5)OC)O)(C(=O)C)O)N)O.Cl. Drug 2: CC1=C2C(C(=O)C3(C(CC4C(C3C(C(C2(C)C)(CC1OC(=O)C(C(C5=CC=CC=C5)NC(=O)OC(C)(C)C)O)O)OC(=O)C6=CC=CC=C6)(CO4)OC(=O)C)O)C)O. Cell line: SNB-19. Synergy scores: CSS=21.0, Synergy_ZIP=-14.9, Synergy_Bliss=-8.13, Synergy_Loewe=-10.7, Synergy_HSA=-5.10. (2) Drug 1: C1C(C(OC1N2C=C(C(=O)NC2=O)F)CO)O. Drug 2: CCCCCOC(=O)NC1=NC(=O)N(C=C1F)C2C(C(C(O2)C)O)O. Cell line: CCRF-CEM. Synergy scores: CSS=63.8, Synergy_ZIP=2.71, Synergy_Bliss=6.04, Synergy_Loewe=-47.0, Synergy_HSA=8.52. (3) Drug 1: C1CCC(CC1)NC(=O)N(CCCl)N=O. Drug 2: CCCCCOC(=O)NC1=NC(=O)N(C=C1F)C2C(C(C(O2)C)O)O. Cell line: OVCAR-4. Synergy scores: CSS=2.71, Synergy_ZIP=-2.04, Synergy_Bliss=-2.98, Synergy_Loewe=-4.71, Synergy_HSA=-3.13. (4) Drug 1: CC12CCC3C(C1CCC2=O)CC(=C)C4=CC(=O)C=CC34C. Drug 2: CS(=O)(=O)CCNCC1=CC=C(O1)C2=CC3=C(C=C2)N=CN=C3NC4=CC(=C(C=C4)OCC5=CC(=CC=C5)F)Cl. Cell line: EKVX. Synergy scores: CSS=17.0, Synergy_ZIP=0.339, Synergy_Bliss=1.29, Synergy_Loewe=0.0365, Synergy_HSA=2.80. (5) Drug 1: C1=CC(=C2C(=C1NCCNCCO)C(=O)C3=C(C=CC(=C3C2=O)O)O)NCCNCCO. Drug 2: CC1CCC2CC(C(=CC=CC=CC(CC(C(=O)C(C(C(=CC(C(=O)CC(OC(=O)C3CCCCN3C(=O)C(=O)C1(O2)O)C(C)CC4CCC(C(C4)OC)O)C)C)O)OC)C)C)C)OC. Cell line: HOP-62. Synergy scores: CSS=68.6, Synergy_ZIP=2.81, Synergy_Bliss=3.09, Synergy_Loewe=6.63, Synergy_HSA=8.03. (6) Drug 1: CCC1=CC2CC(C3=C(CN(C2)C1)C4=CC=CC=C4N3)(C5=C(C=C6C(=C5)C78CCN9C7C(C=CC9)(C(C(C8N6C)(C(=O)OC)O)OC(=O)C)CC)OC)C(=O)OC.C(C(C(=O)O)O)(C(=O)O)O. Drug 2: CC1=C(C=C(C=C1)C(=O)NC2=CC(=CC(=C2)C(F)(F)F)N3C=C(N=C3)C)NC4=NC=CC(=N4)C5=CN=CC=C5. Cell line: HT29. Synergy scores: CSS=72.4, Synergy_ZIP=11.1, Synergy_Bliss=12.3, Synergy_Loewe=-7.21, Synergy_HSA=9.06.